Task: Binary Classification. Given a miRNA mature sequence and a target amino acid sequence, predict their likelihood of interaction.. Dataset: Experimentally validated miRNA-target interactions with 360,000+ pairs, plus equal number of negative samples (1) The miRNA is hsa-miR-323a-3p with sequence CACAUUACACGGUCGACCUCU. The protein sequence of the target gene is MAVDGTLVYIRVTLLLLWLGVFLSISGYCQAGPSQHFTSPEVVIPLKVISRGRSAKAPGWLSYSLRFGGQKHVVHMRVKKLLVSRHLPVFTYTDDRALLEDQLFIPDDCYYHGYVEAAPESLVVFSACFGGFRGVLKISGLTYEIEPIRHSATFEHLVYKINSNETQFPAMRCGLTEKEVARQQLEFEEAENSALEPKSAGDWWTHAWFLELVVVVNHDFFIYSQSNISKVQEDVFLVVNIVDSMYKQLGTYIILIGIEIWNQGNVFPMTSIEQVLNDFSQWKQISLSQLQHDAAHMFIK.... Result: 0 (no interaction). (2) The miRNA is hsa-miR-26b-5p with sequence UUCAAGUAAUUCAGGAUAGGU. Result: 1 (interaction). The protein sequence of the target gene is MDLDKPSVWGSLKQRTRPLLINLSKKKVKKNPSKPPDLRARHHLDRRLSLSVPDLLEAEALAPEGRPYSGPQSSYTSVPSSLSTAGIFPKSSSSSLKQSEEELDWSQEEASHLHVVETDSEEAYASPAERRRVSSNGIFDLQKTSLGGDAPEEPEKLCGSSDLNASMTSQHFEEQSVPGEASDGLSNLPSPFAYLLTIHLKEGRNLVVRDRCGTSDPYVKFKLNGKTLYKSKVIYKNLNPVWDEIVVLPIQSLDQKLRVKVYDRDLTTSDFMGSAFVILSDLELNRTTEHILKLEDPNSL.... (3) Result: 1 (interaction). The miRNA is mmu-miR-136-5p with sequence ACUCCAUUUGUUUUGAUGAUGG. The protein sequence of the target gene is MENSPDSPQPLELGVAAGRVSPPEGRRRGGREAEDGPAGRAVDSGGQGAAAAAARSSLGDPTSPSQLGCGAGSDLKDGASSSPAASEVPSRGQHKVTASPELAEAAAGRGSGPVGDTGTCRVEQAAEEPSSTGAPSSSCSEPSPPGDSPSLDSLESFSNLHSFPSSSEFNSEEGAETRVPEDVEEGAAGPPRAAPLCKEEEEDPAQVLAASKERFPGQSVYHIKWIQWKEENTPIITQNENGPCPLLAILNVLLLAWKVKLPPMMEIITAEQLMEYLGDYMLEAKPKEISEIQRVNYEQN.... (4) The miRNA is mmu-miR-1b-5p with sequence UACAUACUUCUUUACAUUCCA. The protein sequence of the target gene is MEVLQCDGCDFRAPSYEDLKAHIQDVHTAFLQPTDVAEDNDDEPLSGSMNASNQTEVEFSSIKDEFVIAEDLPGQSATALGSGGYYGHSPGYYGQHITPNPKPTNKFFQCKFCVRYFRSKNLLIEHTRKVHGAQAEESPTGPPVPGSLNYNIMMHEGFGKVFSCQFCTYKSPRRARIIKHQKMYHKNSLKESTAPPPAPAPLPDPLVPPVSLQDPCKELPAEVVERSILESMVKPLTKSRGNFCCEWCSYQTPRRERWCDHMMKKHRSMVKILSSIRQQEGPNVSEAQNDNEPSPTSNST.... Result: 1 (interaction).